From a dataset of Full USPTO retrosynthesis dataset with 1.9M reactions from patents (1976-2016). Predict the reactants needed to synthesize the given product. (1) Given the product [C:1]([O:5][C:6](=[O:32])[CH2:7][CH2:8][N:9]1[CH2:18][CH2:17][C:16]2[C:11](=[CH:12][CH:13]=[C:14]([CH2:19][O:20][C:21]3[CH:26]=[CH:25][C:24]([C:33]4[CH:38]=[CH:37][CH:36]=[CH:35][CH:34]=4)=[C:23]([C:28]([F:31])([F:30])[F:29])[CH:22]=3)[CH:15]=2)[CH2:10]1)([CH3:4])([CH3:3])[CH3:2], predict the reactants needed to synthesize it. The reactants are: [C:1]([O:5][C:6](=[O:32])[CH2:7][CH2:8][N:9]1[CH2:18][CH2:17][C:16]2[C:11](=[CH:12][CH:13]=[C:14]([CH2:19][O:20][C:21]3[CH:26]=[CH:25][C:24](Cl)=[C:23]([C:28]([F:31])([F:30])[F:29])[CH:22]=3)[CH:15]=2)[CH2:10]1)([CH3:4])([CH3:3])[CH3:2].[C:33]1(B(O)O)[CH:38]=[CH:37][CH:36]=[CH:35][CH:34]=1.C1(P(C2C=CC=CC=2C2C=CC=CC=2)C2CCCCC2)CCCCC1.[F-].[K+]. (2) Given the product [CH3:14][O:15][C:16]([C:18]1[C:23]([NH2:24])=[N:22][C:21]([NH:6][CH2:5][CH2:3][O:2][CH3:1])=[C:20]([Br:26])[N:19]=1)=[O:17].[CH3:1][O:2][C:3]([C:5]1[C:10]([NH2:11])=[N:9][C:8]([NH:31][CH2:30][CH2:29][O:28][CH3:27])=[C:7]([Cl:13])[N:6]=1)=[O:4], predict the reactants needed to synthesize it. The reactants are: [CH3:1][O:2][C:3]([C:5]1[C:10]([NH2:11])=[N:9][C:8](Cl)=[C:7]([Cl:13])[N:6]=1)=[O:4].[CH3:14][O:15][C:16]([C:18]1[C:23]([NH2:24])=[N:22][C:21](Cl)=[C:20]([Br:26])[N:19]=1)=[O:17].[CH3:27][O:28][CH2:29][CH2:30][NH2:31].CCN(CC)CC. (3) Given the product [CH:40]1([C:2]2[CH:23]=[CH:22][C:5]3[N:6]([CH2:19][O:20][CH3:21])[C:7]([CH2:9][N:10]([CH3:18])[C:11](=[O:17])[O:12][C:13]([CH3:16])([CH3:15])[CH3:14])=[N:8][C:4]=3[CH:3]=2)[CH2:37][CH2:38]1, predict the reactants needed to synthesize it. The reactants are: Br[C:2]1[CH:23]=[CH:22][C:5]2[N:6]([CH2:19][O:20][CH3:21])[C:7]([CH2:9][N:10]([CH3:18])[C:11](=[O:17])[O:12][C:13]([CH3:16])([CH3:15])[CH3:14])=[N:8][C:4]=2[CH:3]=1.BrC1C=CC2N=C(CN(C)C(=O)O[C:37]([CH3:40])(C)[CH3:38])N(COC)C=2C=1.C1(B(O)O)CC1.C1(P(C2CCCCC2)C2CCCCC2)CCCCC1.P([O-])([O-])([O-])=O.[K+].[K+].[K+].